Task: Regression. Given a peptide amino acid sequence and an MHC pseudo amino acid sequence, predict their binding affinity value. This is MHC class I binding data.. Dataset: Peptide-MHC class I binding affinity with 185,985 pairs from IEDB/IMGT (1) The peptide sequence is VQMMIMIKFM. The MHC is HLA-A02:01 with pseudo-sequence HLA-A02:01. The binding affinity (normalized) is 0.149. (2) The peptide sequence is GRYNLISPK. The MHC is HLA-A02:12 with pseudo-sequence HLA-A02:12. The binding affinity (normalized) is 0.0847. (3) The peptide sequence is GMHDGTVGK. The MHC is HLA-A69:01 with pseudo-sequence HLA-A69:01. The binding affinity (normalized) is 0.0847. (4) The peptide sequence is MPSMSRRVF. The MHC is HLA-B35:01 with pseudo-sequence HLA-B35:01. The binding affinity (normalized) is 0.493. (5) The peptide sequence is LLYMFPNLF. The MHC is HLA-B15:03 with pseudo-sequence HLA-B15:03. The binding affinity (normalized) is 1.00.